This data is from Full USPTO retrosynthesis dataset with 1.9M reactions from patents (1976-2016). The task is: Predict the reactants needed to synthesize the given product. (1) Given the product [F:39][C:31]([F:38])([C:32]1[CH:37]=[CH:36][CH:35]=[CH:34][CH:33]=1)[CH2:30][O:29][CH2:28][CH2:27][CH2:26][CH2:25][CH2:24][CH2:23][NH:22][CH2:21][C@@H:20]([C:12]1[CH:11]=[CH:10][C:9]([OH:8])=[C:18]2[C:13]=1[CH:14]=[CH:15][C:16](=[O:19])[NH:17]2)[OH:40], predict the reactants needed to synthesize it. The reactants are: C([O:8][C:9]1[CH:10]=[CH:11][C:12]([C@@H:20]([OH:40])[CH2:21][NH:22][CH2:23][CH2:24][CH2:25][CH2:26][CH2:27][CH2:28][O:29][CH2:30][C:31]([F:39])([F:38])[C:32]2[CH:37]=[CH:36][CH:35]=[CH:34][CH:33]=2)=[C:13]2[C:18]=1[NH:17][C:16](=[O:19])[CH:15]=[CH:14]2)C1C=CC=CC=1. (2) Given the product [Cl:1][C:2]1[CH:7]=[CH:6][N:5]=[C:4]([CH:8]=[O:9])[CH:3]=1, predict the reactants needed to synthesize it. The reactants are: [Cl:1][C:2]1[CH:7]=[CH:6][N:5]=[C:4]([C:8](OC)=[O:9])[CH:3]=1.CC(C[AlH]CC(C)C)C.C(=O)=O.CC(C)=O.O. (3) Given the product [F:15][C:16]1[CH:17]=[C:18]([N+:23]([O-:25])=[O:24])[CH:19]=[CH:20][C:21]=1[N:6]1[CH2:5][CH2:4][NH:3][CH:2]([CH3:1])[CH2:7]1, predict the reactants needed to synthesize it. The reactants are: [CH3:1][CH:2]1[CH2:7][NH:6][CH2:5][CH2:4][NH:3]1.C(N(CC)CC)C.[F:15][C:16]1[CH:17]=[C:18]([N+:23]([O-:25])=[O:24])[CH:19]=[CH:20][C:21]=1F. (4) Given the product [Br:1][C:2]1[CH:3]=[C:4]([N+:9]([O-:11])=[O:10])[C:5]([Cl:14])=[N:6][CH:7]=1, predict the reactants needed to synthesize it. The reactants are: [Br:1][C:2]1[CH:3]=[C:4]([N+:9]([O-:11])=[O:10])[C:5](O)=[N:6][CH:7]=1.P(Cl)(Cl)([Cl:14])=O. (5) The reactants are: [Cl:1][C:2]1[CH:3]=[N:4][C:5]2[N:6]([N:8]=[C:9]([C:11]([OH:13])=O)[CH:10]=2)[CH:7]=1.[CH3:14][O:15][C:16]1[N:21]=[C:20]([O:22][CH3:23])[C:19]([C:24]2[CH:33]=[C:32]3[C:27]([CH2:28][CH2:29][NH:30][CH:31]3[CH3:34])=[CH:26][CH:25]=2)=[CH:18][N:17]=1. Given the product [Cl:1][C:2]1[CH:3]=[N:4][C:5]2[N:6]([N:8]=[C:9]([C:11]([N:30]3[CH2:29][CH2:28][C:27]4[C:32](=[CH:33][C:24]([C:19]5[C:20]([O:22][CH3:23])=[N:21][C:16]([O:15][CH3:14])=[N:17][CH:18]=5)=[CH:25][CH:26]=4)[CH:31]3[CH3:34])=[O:13])[CH:10]=2)[CH:7]=1, predict the reactants needed to synthesize it. (6) Given the product [C:26]1([C:24]#[C:25][C:6]2[N:2]([CH3:1])[N:3]=[C:4]([C:18]3[CH:19]=[CH:20][CH:21]=[CH:22][CH:23]=3)[CH:5]=2)[CH2:31][CH2:30][CH2:29][CH2:28][CH:27]=1, predict the reactants needed to synthesize it. The reactants are: [CH3:1][N:2]1[C:6](OS(C2C=CC(C)=CC=2)(=O)=O)=[CH:5][C:4]([C:18]2[CH:23]=[CH:22][CH:21]=[CH:20][CH:19]=2)=[N:3]1.[C:24]([C:26]1[CH2:31][CH2:30][CH2:29][CH2:28][CH:27]=1)#[CH:25]. (7) Given the product [Br:1][C:2]1[CH:3]=[N:4][C:5]([N:8]([C@H:9]2[CH2:14][CH2:13][C@H:12]([CH2:15][CH2:16][CH2:17][N:25]([CH3:26])[CH3:24])[CH2:11][CH2:10]2)[CH3:23])=[N:6][CH:7]=1, predict the reactants needed to synthesize it. The reactants are: [Br:1][C:2]1[CH:3]=[N:4][C:5]([N:8]([CH3:23])[C@H:9]2[CH2:14][CH2:13][C@H:12]([CH2:15][CH2:16][CH2:17]OS(C)(=O)=O)[CH2:11][CH2:10]2)=[N:6][CH:7]=1.[CH3:24][NH:25][CH3:26].